Dataset: Peptide-MHC class I binding affinity with 185,985 pairs from IEDB/IMGT. Task: Regression. Given a peptide amino acid sequence and an MHC pseudo amino acid sequence, predict their binding affinity value. This is MHC class I binding data. (1) The MHC is HLA-A02:11 with pseudo-sequence HLA-A02:11. The binding affinity (normalized) is 1.00. The peptide sequence is GMRDVSFEL. (2) The peptide sequence is IVTRIVELL. The MHC is HLA-B40:01 with pseudo-sequence HLA-B40:01. The binding affinity (normalized) is 0.0327. (3) The peptide sequence is KVFPYALINK. The MHC is Mamu-B8301 with pseudo-sequence Mamu-B8301. The binding affinity (normalized) is 0.579. (4) The peptide sequence is HLTWSHAGY. The MHC is HLA-A02:03 with pseudo-sequence HLA-A02:03. The binding affinity (normalized) is 0.0847. (5) The peptide sequence is LTSNCTRTT. The MHC is HLA-A68:02 with pseudo-sequence HLA-A68:02. The binding affinity (normalized) is 0.296. (6) The peptide sequence is LKFSLPFPFLYKFLL. The MHC is HLA-B42:01 with pseudo-sequence HLA-B42:01. The binding affinity (normalized) is 0.437. (7) The binding affinity (normalized) is 0. The peptide sequence is SDAHKKNLY. The MHC is HLA-A29:02 with pseudo-sequence HLA-A29:02. (8) The peptide sequence is SVSRDFTLV. The MHC is HLA-A02:06 with pseudo-sequence HLA-A02:06. The binding affinity (normalized) is 0.780. (9) The peptide sequence is PLFPGITRV. The MHC is HLA-B27:03 with pseudo-sequence HLA-B27:03. The binding affinity (normalized) is 0.0847. (10) The peptide sequence is EVHYSGINY. The MHC is HLA-B27:05 with pseudo-sequence HLA-B27:05. The binding affinity (normalized) is 0.0847.